The task is: Predict the reactants needed to synthesize the given product.. This data is from Full USPTO retrosynthesis dataset with 1.9M reactions from patents (1976-2016). (1) Given the product [CH3:26][S:23]([C:20]1[CH:21]=[CH:22][C:17]([CH:8]([CH2:7][CH:3]2[CH2:4][CH2:5][CH2:6][C:2]2=[O:1])[C:9]([NH:11][C:12]2[S:13][CH:14]=[CH:15][N:16]=2)=[O:10])=[CH:18][CH:19]=1)(=[O:24])=[O:25], predict the reactants needed to synthesize it. The reactants are: [OH:1][CH:2]1[CH2:6][CH2:5][CH2:4][CH:3]1[CH2:7][CH:8]([C:17]1[CH:22]=[CH:21][C:20]([S:23]([CH3:26])(=[O:25])=[O:24])=[CH:19][CH:18]=1)[C:9]([NH:11][C:12]1[S:13][CH:14]=[CH:15][N:16]=1)=[O:10].[Cr](Cl)([O-])(=O)=O.[NH+]1C=CC=CC=1. (2) Given the product [CH3:1][C:2]1[CH:3]=[C:4]([CH:7]=[CH:10][C:11]([OH:13])=[O:12])[S:5][CH:6]=1, predict the reactants needed to synthesize it. The reactants are: [CH3:1][C:2]1[CH:3]=[C:4]([CH:7]=O)[S:5][CH:6]=1.C(O)(=O)[CH2:10][C:11]([OH:13])=[O:12].N1CCCCC1. (3) Given the product [CH3:1][O:2][C:3]([C:5]1[CH:15]=[C:14]([O:16][CH:17]2[CH2:18][NH:19][CH2:20]2)[C:8]2[CH2:9][C:10]([CH3:13])([CH3:12])[O:11][C:7]=2[CH:6]=1)=[O:4], predict the reactants needed to synthesize it. The reactants are: [CH3:1][O:2][C:3]([C:5]1[CH:15]=[C:14]([O:16][CH:17]2[CH2:20][N:19](C(C3C=CC=CC=3)C3C=CC=CC=3)[CH2:18]2)[C:8]2[CH2:9][C:10]([CH3:13])([CH3:12])[O:11][C:7]=2[CH:6]=1)=[O:4].CCOC(C)=O. (4) Given the product [CH3:45][N:46]1[C:54]2[C:49](=[CH:50][CH:51]=[CH:52][CH:53]=2)[C:48]([C:55]([NH:27][CH:28]([C:30]2[N:35]=[N:34][C:33]([NH:36][C:37]3[CH:42]=[CH:41][C:40]([O:43][CH3:44])=[CH:39][CH:38]=3)=[N:32][CH:31]=2)[CH3:29])=[O:56])=[CH:47]1, predict the reactants needed to synthesize it. The reactants are: COC1C=CC(NC2N=NC(C(NC(C3CCOCC3)=O)C)=CN=2)=CC=1.[NH2:27][CH:28]([C:30]1[N:35]=[N:34][C:33]([NH:36][C:37]2[CH:42]=[CH:41][C:40]([O:43][CH3:44])=[CH:39][CH:38]=2)=[N:32][CH:31]=1)[CH3:29].[CH3:45][N:46]1[C:54]2[C:49](=[CH:50][CH:51]=[CH:52][CH:53]=2)[C:48]([C:55](O)=[O:56])=[CH:47]1. (5) Given the product [Br:1][C:2]1[C:12]2[CH2:11][CH2:10][NH:9][CH2:8][CH2:7][C:6]=2[CH:5]=[C:4]2[N:20]=[C:21]([CH3:23])[O:22][C:3]=12, predict the reactants needed to synthesize it. The reactants are: [Br:1][C:2]1[C:12]2[CH2:11][CH2:10][N:9](C(OC(C)(C)C)=O)[CH2:8][CH2:7][C:6]=2[CH:5]=[C:4]2[N:20]=[C:21]([CH3:23])[O:22][C:3]=12.